This data is from Catalyst prediction with 721,799 reactions and 888 catalyst types from USPTO. The task is: Predict which catalyst facilitates the given reaction. (1) Reactant: [OH:1][C:2]1[CH:7]=[C:6]([CH2:8][CH2:9][CH2:10][CH2:11][OH:12])[O:5][C:4](=[O:13])[C:3]=1[C:14](=[O:17])[CH2:15][CH3:16].[Na].C([O-])(O)=O.[Na+]. Product: [OH:1][C:2]1[CH:7]=[C:6]([CH2:8][CH2:9][CH2:10][CH:11]=[O:12])[O:5][C:4](=[O:13])[C:3]=1[C:14](=[O:17])[CH2:15][CH3:16]. The catalyst class is: 202. (2) Reactant: [C@@H:1]1([N:9]2[CH:17]=[C:15]([CH3:16])[C:13](=[O:14])[NH:12][C:10]2=[O:11])[O:8][C@H:5]([CH2:6][OH:7])[C@@H:3]([OH:4])[CH2:2]1.O[N:19]1[C:23](=[O:24])[C:22]2=[CH:25][CH:26]=[CH:27][CH:28]=[C:21]2[C:20]1=[O:29].C1(P(C2C=CC=CC=2)C2C=CC=CC=2)C=CC=CC=1.CC(OC(/N=N/C(OC(C)C)=O)=O)C. Product: [C:23]1(=[O:24])[N:19]([O:7][CH2:6][C@H:5]2[O:8][C@@H:1]([N:9]3[CH:17]=[C:15]([CH3:16])[C:13](=[O:14])[NH:12][C:10]3=[O:11])[CH2:2][C@@H:3]2[OH:4])[C:20](=[O:29])[C:21]2=[CH:28][CH:27]=[CH:26][CH:25]=[C:22]12. The catalyst class is: 3. (3) Product: [Br:1][C:2]1[CH:3]=[C:4]([CH2:14][N:15]2[C:19]([CH3:20])=[CH:18][C:17]([C:21]([NH:31][N:32]3[CH2:37][CH2:36][O:35][CH2:34][CH2:33]3)=[O:22])=[N:16]2)[C:5]2[O:9][C:8]([CH:10]([CH3:12])[CH3:11])=[CH:7][C:6]=2[CH:13]=1. Reactant: [Br:1][C:2]1[CH:3]=[C:4]([CH2:14][N:15]2[C:19]([CH3:20])=[CH:18][C:17]([C:21](Cl)=[O:22])=[N:16]2)[C:5]2[O:9][C:8]([CH:10]([CH3:12])[CH3:11])=[CH:7][C:6]=2[CH:13]=1.C(N(CC)CC)C.[NH2:31][N:32]1[CH2:37][CH2:36][O:35][CH2:34][CH2:33]1. The catalyst class is: 4. (4) Reactant: [C:1]([O:5][C:6](=[O:31])[N:7]([C@@H:21]([C:23]1[CH:28]=[CH:27][CH:26]=[C:25]([O:29][CH3:30])[CH:24]=1)[CH3:22])[CH2:8][CH:9]1[CH2:14][CH2:13][NH:12][CH2:11][CH:10]1[C:15]1[CH:20]=[CH:19][CH:18]=[CH:17][CH:16]=1)([CH3:4])([CH3:3])[CH3:2].[Cl:32][C:33]1[C:34](Cl)=[N:35][CH:36]=[C:37]([CH:43]=1)[C:38]([O:40][CH2:41][CH3:42])=[O:39].C(=O)([O-])[O-].[K+].[K+].CS(C)=O. Product: [C:1]([O:5][C:6]([N:7]([CH2:8][CH:9]1[CH2:14][CH2:13][N:12]([C:34]2[C:33]([Cl:32])=[CH:43][C:37]([C:38]([O:40][CH2:41][CH3:42])=[O:39])=[CH:36][N:35]=2)[CH2:11][CH:10]1[C:15]1[CH:20]=[CH:19][CH:18]=[CH:17][CH:16]=1)[C@@H:21]([C:23]1[CH:28]=[CH:27][CH:26]=[C:25]([O:29][CH3:30])[CH:24]=1)[CH3:22])=[O:31])([CH3:4])([CH3:2])[CH3:3]. The catalyst class is: 6. (5) Reactant: [Cl:1][C:2]1[CH:7]=[CH:6][C:5]([N:8]=[C:9]=[O:10])=[CH:4][C:3]=1[C:11]([F:14])([F:13])[F:12].[Cl:15][C:16]1[CH:21]=[C:20]([O:22][C:23]2[CH:28]=[CH:27][N:26]=[C:25]([S:29][CH3:30])[N:24]=2)[CH:19]=[CH:18][C:17]=1[NH2:31]. Product: [Cl:1][C:2]1[CH:7]=[CH:6][C:5]([NH:8][C:9]([NH:31][C:17]2[CH:18]=[CH:19][C:20]([O:22][C:23]3[CH:28]=[CH:27][N:26]=[C:25]([S:29][CH3:30])[N:24]=3)=[CH:21][C:16]=2[Cl:15])=[O:10])=[CH:4][C:3]=1[C:11]([F:12])([F:13])[F:14]. The catalyst class is: 1. (6) Reactant: [Cl:1][C:2]1[C:3]([F:45])=[C:4]([C@@H:8]2[C@:12]([C:15]3[CH:20]=[CH:19][C:18]([Cl:21])=[CH:17][C:16]=3[F:22])([C:13]#[N:14])[C@H:11]([CH2:23][C:24]([CH3:27])([CH3:26])[CH3:25])[NH:10][C@H:9]2[C:28]([NH:30][C:31]2[CH:39]=[CH:38][C:34]([C:35](O)=[O:36])=[CH:33][C:32]=2[O:40][C:41](F)(F)F)=[O:29])[CH:5]=[CH:6][CH:7]=1.CCN(C(C)C)C(C)C.CN(C(ON1N=NC2C=CC=NC1=2)=[N+](C)C)C.F[P-](F)(F)(F)(F)F.[NH3:79].[CH3:80]O. The catalyst class is: 2. Product: [Cl:1][C:2]1[C:3]([F:45])=[C:4]([C@H:8]2[C@H:9]3[N:10]([CH2:80][N:30]([C:31]4[CH:39]=[CH:38][C:34]([C:35]([NH2:79])=[O:36])=[CH:33][C:32]=4[O:40][CH3:41])[C:28]3=[O:29])[C@@H:11]([CH2:23][C:24]([CH3:27])([CH3:26])[CH3:25])[C@@:12]2([C:15]2[CH:20]=[CH:19][C:18]([Cl:21])=[CH:17][C:16]=2[F:22])[C:13]#[N:14])[CH:5]=[CH:6][CH:7]=1.